This data is from Catalyst prediction with 721,799 reactions and 888 catalyst types from USPTO. The task is: Predict which catalyst facilitates the given reaction. (1) Reactant: [Br:1][C:2]1[CH:7]=[CH:6][C:5]([NH2:8])=[C:4]([NH2:9])[CH:3]=1.[N:10]#[C:11]Br. Product: [Br:1][C:2]1[CH:7]=[CH:6][C:5]2[N:8]=[C:11]([NH2:10])[NH:9][C:4]=2[CH:3]=1. The catalyst class is: 24. (2) Reactant: [Br:1][C:2]1[CH:7]=[CH:6][C:5]([C:8](=O)[CH2:9][N:10]2[CH2:15][CH2:14][O:13][CH2:12][CH2:11]2)=[CH:4][C:3]=1[F:17].CN.C(O)(=O)C.[BH3-][C:25]#[N:26].[Na+]. Product: [Br:1][C:2]1[CH:7]=[CH:6][C:5]([CH:8]([NH:26][CH3:25])[CH2:9][N:10]2[CH2:15][CH2:14][O:13][CH2:12][CH2:11]2)=[CH:4][C:3]=1[F:17]. The catalyst class is: 1. (3) Reactant: Cl.[C:2]1(=[O:12])[C:6]2([CH2:11][CH2:10][CH2:9][NH:8][CH2:7]2)[CH2:5][CH2:4][NH:3]1.C(N(CC)CC)C.[F:20][C:21]([F:34])([F:33])[O:22][C:23]1[CH:28]=[CH:27][C:26]([S:29](Cl)(=[O:31])=[O:30])=[CH:25][CH:24]=1. Product: [F:34][C:21]([F:20])([F:33])[O:22][C:23]1[CH:28]=[CH:27][C:26]([S:29]([N:8]2[CH2:9][CH2:10][CH2:11][C:6]3([C:2](=[O:12])[NH:3][CH2:4][CH2:5]3)[CH2:7]2)(=[O:31])=[O:30])=[CH:25][CH:24]=1. The catalyst class is: 4. (4) Reactant: [CH3:1][S:2][C:3]1[C:8]2[CH:9]=[C:10]3[N:14]([C:7]=2[CH:6]=[CH:5][N:4]=1)[CH2:13][CH2:12][C:11]3=[O:15].Br[CH2:17][C:18]([O:20][CH3:21])=[O:19]. Product: [CH3:21][O:20][C:18](=[O:19])[CH2:17][C:11]1([OH:15])[C:10]2[N:14]([C:7]3[CH:6]=[CH:5][N:4]=[C:3]([S:2][CH3:1])[C:8]=3[CH:9]=2)[CH2:13][CH2:12]1. The catalyst class is: 1. (5) Reactant: [Cl:1][C:2]1[CH:3]=[CH:4][C:5]2[N:11]3[C:12]([C:15]([Cl:18])([F:17])[F:16])=[N:13][N:14]=[C:10]3[C@@H:9]([CH2:19][C:20]([NH:22][C@@H:23]([CH2:31][CH:32]([CH3:34])[CH3:33])[C:24]([O:26]C(C)(C)C)=[O:25])=[O:21])[O:8][C@H:7]([C:35]3[CH:40]=[CH:39][CH:38]=[C:37]([O:41][CH3:42])[C:36]=3[O:43][CH3:44])[C:6]=2[CH:45]=1.FC(F)(F)C(O)=O. Product: [Cl:1][C:2]1[CH:3]=[CH:4][C:5]2[N:11]3[C:12]([C:15]([Cl:18])([F:17])[F:16])=[N:13][N:14]=[C:10]3[C@@H:9]([CH2:19][C:20]([NH:22][C@@H:23]([CH2:31][CH:32]([CH3:34])[CH3:33])[C:24]([OH:26])=[O:25])=[O:21])[O:8][C@H:7]([C:35]3[CH:40]=[CH:39][CH:38]=[C:37]([O:41][CH3:42])[C:36]=3[O:43][CH3:44])[C:6]=2[CH:45]=1. The catalyst class is: 2. (6) Reactant: [CH:1]([O:6][CH3:7])([O:4][CH3:5])OC.O.[C:9]1(C)C=CC(S(O)(=O)=O)=CC=1.[C:20]([C:24]1[CH:25]=[C:26](C(=O)C)[CH:27]=[C:28]([I:32])[C:29]=1[O:30][CH3:31])([CH3:23])([CH3:22])[CH3:21].C(=O)([O-])[O-].[K+].[K+]. Product: [C:20]([C:24]1[C:29]([O:30][CH3:31])=[C:28]([I:32])[CH:27]=[C:26]([C:1]([O:4][CH3:5])([O:6][CH3:7])[CH3:9])[CH:25]=1)([CH3:23])([CH3:21])[CH3:22]. The catalyst class is: 5. (7) Reactant: [Li]CCCC.[NH2:6][C:7]1[CH:12]=[CH:11][C:10]([CH3:13])=[CH:9][N:8]=1.[Si:14]([O:21][C@@H:22]([CH2:28][CH2:29][N:30]([CH3:32])[CH3:31])[C:23](OCC)=[O:24])([C:17]([CH3:20])([CH3:19])[CH3:18])([CH3:16])[CH3:15].O. Product: [Si:14]([O:21][C@@H:22]([CH2:28][CH2:29][N:30]([CH3:32])[CH3:31])[C:23]([NH:6][C:7]1[CH:12]=[CH:11][C:10]([CH3:13])=[CH:9][N:8]=1)=[O:24])([C:17]([CH3:20])([CH3:19])[CH3:18])([CH3:15])[CH3:16]. The catalyst class is: 49.